Predict the reactants needed to synthesize the given product. From a dataset of Full USPTO retrosynthesis dataset with 1.9M reactions from patents (1976-2016). (1) Given the product [C:18]([CH:20]([C:26]1[CH:31]=[CH:30][C:29]([O:14][CH2:13][C:10]2[CH:11]=[CH:12][C:7]([O:6][CH2:5]/[C:4](/[CH:1]3[CH2:3][CH2:2]3)=[N:15]\[O:16][CH3:17])=[CH:8][CH:9]=2)=[CH:28][CH:27]=1)[CH2:21][C:22]([OH:24])=[O:23])#[N:19], predict the reactants needed to synthesize it. The reactants are: [CH:1]1(/[C:4](=[N:15]/[O:16][CH3:17])/[CH2:5][O:6][C:7]2[CH:12]=[CH:11][C:10]([CH2:13][OH:14])=[CH:9][CH:8]=2)[CH2:3][CH2:2]1.[C:18]([CH:20]([C:26]1[CH:31]=[CH:30][C:29](O)=[CH:28][CH:27]=1)[CH2:21][C:22]([O:24]C)=[O:23])#[N:19]. (2) The reactants are: [NH:1]([C:3]([CH:5]1[CH2:10][CH2:9][N:8]([C:11](OC(C)(C)C)=O)[CH2:7][CH2:6]1)=O)[NH2:2].[N:18]1[CH:23]=[CH:22][CH:21]=[CH:20][C:19]=1[C:24]#[N:25].[C:26]1([C:32]2[C:33]([C:47]3[CH:54]=[CH:53][C:50](C=O)=[CH:49][CH:48]=3)=[N:34][C:35]3[N:36]([N:38]=[C:39]([C:41]#[C:42][Si](C)(C)C)[N:40]=3)[CH:37]=2)[CH:31]=[CH:30][CH:29]=[CH:28][CH:27]=1.[BH-](OC(C)=O)(OC(C)=O)OC(C)=O.[Na+]. Given the product [C:41]([C:39]1[N:40]=[C:35]2[N:34]=[C:33]([C:47]3[CH:54]=[CH:53][C:50]([CH2:11][N:8]4[CH2:7][CH2:6][CH:5]([C:3]5[N:25]=[C:24]([C:19]6[CH:20]=[CH:21][CH:22]=[CH:23][N:18]=6)[NH:2][N:1]=5)[CH2:10][CH2:9]4)=[CH:49][CH:48]=3)[C:32]([C:26]3[CH:31]=[CH:30][CH:29]=[CH:28][CH:27]=3)=[CH:37][N:36]2[N:38]=1)#[CH:42], predict the reactants needed to synthesize it. (3) Given the product [F:1][C:2]1[CH:7]=[C:6]([F:8])[C:5]2[S:11][C:10]([NH2:12])=[N:9][C:4]=2[CH:3]=1, predict the reactants needed to synthesize it. The reactants are: [F:1][C:2]1[CH:3]=[C:4]([NH:9][C:10]([NH2:12])=[S:11])[CH:5]=[C:6]([F:8])[CH:7]=1.BrBr. (4) Given the product [F:23][C:20]1[CH:21]=[CH:22][C:17]2[C:16]([OH:33])=[CH:30][C:29]3[N:28]=[CH:27][N:26]=[C:25]([O:31][CH3:32])[C:24]=3[C:18]=2[CH:19]=1, predict the reactants needed to synthesize it. The reactants are: C(NC(C)C)(C)C.C([Li])CCC.C(N(CC)[C:16](=[O:33])[C:17]1[CH:22]=[CH:21][C:20]([F:23])=[CH:19][C:18]=1[C:24]1[C:25]([O:31][CH3:32])=[N:26][CH:27]=[N:28][C:29]=1[CH3:30])C.